This data is from Reaction yield outcomes from USPTO patents with 853,638 reactions. The task is: Predict the reaction yield, written as a fraction of the theoretical maximum amount of product (1.0 means a 100% yield; for example, 0.34 means a 34% yield). (1) The reactants are [CH:1]1[C:18]2[C:17]3[C:12](=[CH:13][CH:14]=[CH:15][CH:16]=3)[C:11]3[C:6](=[CH:7][CH:8]=[CH:9][CH:10]=3)[C:5]=2[CH:4]=[CH:3][C:2]=1B(O)O.Br[C:23]1[CH:36]=[CH:35][C:34]2[C:25](=[CH:26][C:27]3[C:32]([CH:33]=2)=[CH:31][CH:30]=[CH:29][CH:28]=3)[CH:24]=1.C(=O)([O-])[O-].[Na+].[Na+]. The catalyst is C1C=CC([P]([Pd]([P](C2C=CC=CC=2)(C2C=CC=CC=2)C2C=CC=CC=2)([P](C2C=CC=CC=2)(C2C=CC=CC=2)C2C=CC=CC=2)[P](C2C=CC=CC=2)(C2C=CC=CC=2)C2C=CC=CC=2)(C2C=CC=CC=2)C2C=CC=CC=2)=CC=1.COCCOC. The product is [CH:24]1[C:25]2[C:34](=[CH:33][C:32]3[C:27]([CH:26]=2)=[CH:28][CH:29]=[CH:30][CH:31]=3)[CH:35]=[CH:36][C:23]=1[C:14]1[CH:15]=[CH:16][C:17]2[C:18]3[C:5](=[CH:4][CH:3]=[CH:2][CH:1]=3)[C:6]3[C:11](=[CH:10][CH:9]=[CH:8][CH:7]=3)[C:12]=2[CH:13]=1. The yield is 0.750. (2) The reactants are [F:1][C@H:2]1[CH2:6][NH:5][C@@H:4]2[C:7]([O:12][CH3:13])([O:10][CH3:11])[CH2:8][O:9][C@H:3]12.Cl.CN(C(ON1N=NC2C=CC=NC1=2)=[N+](C)C)C.F[P-](F)(F)(F)(F)F.C(N(C(C)C)CC)(C)C.[CH3:48][CH:49]([CH3:79])[CH2:50][C@H:51]([NH:55][C@@H:56]([C:61]1[CH:66]=[CH:65][C:64]([C:67]2[N:68]=[C:69]([N:72]3[CH2:77][CH2:76][N:75]([CH3:78])[CH2:74][CH2:73]3)[S:70][CH:71]=2)=[CH:63][CH:62]=1)[C:57]([F:60])([F:59])[F:58])[C:52](O)=[O:53]. The catalyst is CN(C=O)C. The product is [F:1][C@H:2]1[CH2:6][N:5]([C:52](=[O:53])[C@@H:51]([NH:55][C@@H:56]([C:61]2[CH:62]=[CH:63][C:64]([C:67]3[N:68]=[C:69]([N:72]4[CH2:77][CH2:76][N:75]([CH3:78])[CH2:74][CH2:73]4)[S:70][CH:71]=3)=[CH:65][CH:66]=2)[C:57]([F:58])([F:59])[F:60])[CH2:50][CH:49]([CH3:79])[CH3:48])[C@@H:4]2[C:7]([O:10][CH3:11])([O:12][CH3:13])[CH2:8][O:9][C@H:3]12. The yield is 0.550.